This data is from Full USPTO retrosynthesis dataset with 1.9M reactions from patents (1976-2016). The task is: Predict the reactants needed to synthesize the given product. (1) Given the product [Br-:21].[C:35]1([P+:28]([C:22]2[CH:23]=[CH:24][CH:25]=[CH:26][CH:27]=2)([C:29]2[CH:34]=[CH:33][CH:32]=[CH:31][CH:30]=2)[CH2:19][C:14]2[CH:15]=[CH:16][CH:17]=[CH:18][C:13]=2[O:12][CH2:11][CH2:10][CH2:9][CH2:8][CH2:7][C:1]2[CH:6]=[CH:5][CH:4]=[CH:3][CH:2]=2)[CH:36]=[CH:37][CH:38]=[CH:39][CH:40]=1, predict the reactants needed to synthesize it. The reactants are: [C:1]1([CH2:7][CH2:8][CH2:9][CH2:10][CH2:11][O:12][C:13]2[CH:18]=[CH:17][CH:16]=[CH:15][C:14]=2[CH2:19]O)[CH:6]=[CH:5][CH:4]=[CH:3][CH:2]=1.[Br-:21].[C:22]1([PH+:28]([C:35]2[CH:40]=[CH:39][CH:38]=[CH:37][CH:36]=2)[C:29]2[CH:34]=[CH:33][CH:32]=[CH:31][CH:30]=2)[CH:27]=[CH:26][CH:25]=[CH:24][CH:23]=1. (2) The reactants are: [CH3:1][O:2][C:3](=[O:14])[CH:4]=[CH:5][C:6]1[CH:11]=[CH:10][C:9]([CH:12]=O)=[CH:8][CH:7]=1.[F:15][C:16]([F:26])([F:25])[C:17]1[CH:22]=[CH:21][C:20]([N+:23]#[C-:24])=[CH:19][CH:18]=1.[O:27]1[CH2:32][CH2:31][N:30]([CH2:33][CH2:34][NH2:35])[CH2:29][CH2:28]1.[CH:36](O)=[O:37].C[OH:40]. Given the product [CH3:1][O:2][C:3](=[O:14])/[CH:4]=[CH:5]/[C:6]1[CH:11]=[CH:10][C:9]([CH:12]([N:35]([CH:36]=[O:37])[CH2:34][CH2:33][N:30]2[CH2:31][CH2:32][O:27][CH2:28][CH2:29]2)[C:24](=[O:40])[NH:23][C:20]2[CH:19]=[CH:18][C:17]([C:16]([F:25])([F:26])[F:15])=[CH:22][CH:21]=2)=[CH:8][CH:7]=1, predict the reactants needed to synthesize it. (3) Given the product [OH:35][CH2:34][C@@H:7]1[C@:8]([C@H:12]2[CH2:29][CH2:28][C@@:27]3([CH3:30])[C@@H:14]([CH2:15][C@H:16]4[C@@H:26]3[C@H:25]([CH3:31])[C@@:18]3([CH2:23][CH2:22][C@@H:21]([CH3:24])[CH2:20][O:19]3)[O:17]4)[C@@H:13]2[CH2:32][OH:33])([CH3:11])[CH2:9][CH2:10][C@H:5]([OH:4])[CH2:6]1, predict the reactants needed to synthesize it. The reactants are: C([O:4][C@H:5]1[CH2:10][CH2:9][C@@:8]([C@H:12]2[CH2:29][CH2:28][C@@:27]3([CH3:30])[C@@H:14]([CH2:15][C@H:16]4[C@@H:26]3[C@H:25]([CH3:31])[C@@:18]3([CH2:23][CH2:22][C@@H:21]([CH3:24])[CH2:20][O:19]3)[O:17]4)[C@@H:13]2[CH2:32][OH:33])([CH3:11])[C@@H:7]([CH2:34][OH:35])[CH2:6]1)(=O)C.[OH-].[Na+].CC(O)=O. (4) Given the product [CH2:25]([N:32]1[CH2:37][CH:36]2[CH:38]([NH:9][C:10]3[CH:11]=[C:12]4[C:16](=[CH:17][CH:18]=3)[N:15]([C:19](=[O:24])[C:20]([CH3:21])([CH3:23])[CH3:22])[N:14]=[CH:13]4)[CH:33]1[CH2:34][CH2:35]2)[C:26]1[CH:31]=[CH:30][CH:29]=[CH:28][CH:27]=1, predict the reactants needed to synthesize it. The reactants are: C(O)(=O)/C=C\C(O)=O.[NH2:9][C:10]1[CH:11]=[C:12]2[C:16](=[CH:17][CH:18]=1)[N:15]([C:19](=[O:24])[C:20]([CH3:23])([CH3:22])[CH3:21])[N:14]=[CH:13]2.[CH2:25]([N:32]1[CH2:37][CH:36]2[C:38](=O)[CH:33]1[CH2:34][CH2:35]2)[C:26]1[CH:31]=[CH:30][CH:29]=[CH:28][CH:27]=1.C(O[BH-](OC(=O)C)OC(=O)C)(=O)C.[Na+]. (5) Given the product [Cl:61][C:46]1[C:47]([NH:50][C@H:51]2[C@H:56]3[CH2:57][C@H:53]([CH:54]=[CH:55]3)[C@H:52]2[C:58]([NH2:60])=[O:59])=[C:48]2[N:49]=[C:66]([C:65]3[CH:68]=[CH:69][C:70]([N:72]4[CH2:73][CH2:74][CH:75]([N:78]5[CH2:83][CH2:82][O:81][CH2:80][CH2:79]5)[CH2:76][CH2:77]4)=[CH:71][C:64]=3[O:63][CH3:62])[NH:42][C:43]2=[N:44][CH:45]=1, predict the reactants needed to synthesize it. The reactants are: FC(F)(F)C(O)=O.ClC1C(N[C@@H]2[C@@H]3C[C@@H](C=C3)[C@@H]2C(N)=O)=C2N=C(C3C=CC(CN4CCOCC4)=CC=3)NC2=NC=1.[NH2:42][C:43]1[C:48]([NH2:49])=[C:47]([NH:50][C@H:51]2[C@H:56]3[CH2:57][C@H:53]([CH:54]=[CH:55]3)[C@H:52]2[C:58]([NH2:60])=[O:59])[C:46]([Cl:61])=[CH:45][N:44]=1.[CH3:62][O:63][C:64]1[CH:71]=[C:70]([N:72]2[CH2:77][CH2:76][CH:75]([N:78]3[CH2:83][CH2:82][O:81][CH2:80][CH2:79]3)[CH2:74][CH2:73]2)[CH:69]=[CH:68][C:65]=1[CH:66]=O. (6) Given the product [NH2:1][C:2]1[CH:3]=[CH:4][C:5]([CH:8]([CH3:12])[C:9]([OH:11])=[O:10])=[CH:6][C:7]=1[N+:13]([O-:15])=[O:14], predict the reactants needed to synthesize it. The reactants are: [NH2:1][C:2]1[CH:7]=[CH:6][C:5]([CH:8]([CH3:12])[C:9]([OH:11])=[O:10])=[CH:4][CH:3]=1.[N+:13]([O-])([OH:15])=[O:14].O. (7) Given the product [Cl:17][C:18]1[CH:25]=[C:24]([Cl:26])[CH:23]=[CH:22][C:19]=1[CH2:20][N:11]1[C:12]2[C:8](=[CH:7][CH:6]=[C:5]([C:3]([O:2][CH3:1])=[O:4])[CH:13]=2)[C:9]([CH3:14])=[N:10]1, predict the reactants needed to synthesize it. The reactants are: [CH3:1][O:2][C:3]([C:5]1[CH:13]=[C:12]2[C:8]([C:9]([CH3:14])=[N:10][NH:11]2)=[CH:7][CH:6]=1)=[O:4].[H-].[Na+].[Cl:17][C:18]1[CH:25]=[C:24]([Cl:26])[CH:23]=[CH:22][C:19]=1[CH2:20]Cl. (8) Given the product [CH3:1][O:2][C:3]1[C:11]2[NH:10][C:9]([C:12]3[S:13][CH:14]=[CH:15][CH:16]=3)=[N:8][C:7]=2[C:6]([C:17]([NH:20][CH2:21][CH2:22][N:23]2[CH2:28][CH2:27][N:26]([C:29]([O:31][C:32]([CH3:35])([CH3:34])[CH3:33])=[O:30])[CH2:25][CH2:24]2)=[O:19])=[CH:5][CH:4]=1, predict the reactants needed to synthesize it. The reactants are: [CH3:1][O:2][C:3]1[C:11]2[N:10]=[C:9]([C:12]3[S:13][CH:14]=[CH:15][CH:16]=3)[NH:8][C:7]=2[C:6]([C:17]([OH:19])=O)=[CH:5][CH:4]=1.[NH2:20][CH2:21][CH2:22][N:23]1[CH2:28][CH2:27][N:26]([C:29]([O:31][C:32]([CH3:35])([CH3:34])[CH3:33])=[O:30])[CH2:25][CH2:24]1.